From a dataset of Forward reaction prediction with 1.9M reactions from USPTO patents (1976-2016). Predict the product of the given reaction. Given the reactants C(OC([N:8]1[C:16]2C(=CC=C(Cl)C=2)/[C:10](=[CH:18]/[C:19]2[CH:24]=[CH:23][CH:22]=[C:21]([Cl:25])[CH:20]=2)/[C:9]1=[O:26])=O)(C)(C)C.ClC1C(F)=CC(OC2CCOCC2)=C(C=[N:35]C(O[Si](C)(C)C)=C)C=1.F[C:52](F)(F)[C:53]([OH:55])=O.[C:58]1(C)[CH:63]=[CH:62][CH:61]=[CH:60][CH:59]=1, predict the reaction product. The product is: [Cl:25][C:21]1[CH:20]=[C:19]([CH:18]2[CH2:10][C:9](=[O:26])[NH:8][CH2:16][C:52]32[C:63]2[C:58](=[CH:59][CH:60]=[CH:61][CH:62]=2)[NH:35][C:53]3=[O:55])[CH:24]=[CH:23][CH:22]=1.